Dataset: Catalyst prediction with 721,799 reactions and 888 catalyst types from USPTO. Task: Predict which catalyst facilitates the given reaction. (1) Reactant: [CH3:1][O:2][C:3]1[CH:4]=[C:5]([CH:9]=[CH:10][C:11]=1[N+:12]([O-:14])=[O:13])[C:6](Cl)=[O:7].C(N(CC)C(C)C)(C)C.Cl.Cl.[CH3:26][N:27]1[CH2:31][CH2:30][C@@H:29]([NH2:32])[CH2:28]1. Product: [CH3:1][O:2][C:3]1[CH:4]=[C:5]([CH:9]=[CH:10][C:11]=1[N+:12]([O-:14])=[O:13])[C:6]([NH:32][C@@H:29]1[CH2:30][CH2:31][N:27]([CH3:26])[CH2:28]1)=[O:7]. The catalyst class is: 2. (2) The catalyst class is: 10. Reactant: [Cl:1][C:2]1[CH:3]=[C:4]([CH:6]=[C:7]([Cl:9])[CH:8]=1)[NH2:5].[CH2:10]([C:12](=O)[C:13]([O-:15])=[O:14])[CH3:11].[Cl:17][C:18]1[CH:19]=[C:20]([CH:23]=[CH:24][CH:25]=1)C=C.F[C:27](F)(F)[C:28](O)=O. Product: [CH2:27]([O:15][C:13]([CH:12]1[CH2:10][CH:11]([C:24]2[CH:23]=[CH:20][CH:19]=[C:18]([Cl:17])[CH:25]=2)[C:3]2[C:4](=[CH:6][C:7]([Cl:9])=[CH:8][C:2]=2[Cl:1])[NH:5]1)=[O:14])[CH3:28]. (3) Product: [F:21][C:17]1[CH:16]=[C:15]([N:7]2[C:8]3[C:13](=[CH:12][CH:11]=[CH:10][CH:9]=3)[CH:14]=[C:6]2[CH:4]([NH2:1])[CH3:5])[CH:20]=[CH:19][CH:18]=1. The catalyst class is: 7. Reactant: [N:1]([CH:4]([C:6]1[N:7]([C:15]2[CH:20]=[CH:19][CH:18]=[C:17]([F:21])[CH:16]=2)[C:8]2[C:13]([CH:14]=1)=[CH:12][CH:11]=[CH:10][CH:9]=2)[CH3:5])=[N+]=[N-].CP(C)C. (4) Reactant: Br[C:2]1[CH:3]=[C:4]([C:8]2([CH3:15])[NH:13][C:12](=[O:14])[CH2:11][O:10][CH2:9]2)[CH:5]=[CH:6][CH:7]=1.[I-:16].CN[C@@H]1CCCC[C@H]1NC.[I-].[Na+]. Product: [I:16][C:2]1[CH:3]=[C:4]([C:8]2([CH3:15])[NH:13][C:12](=[O:14])[CH2:11][O:10][CH2:9]2)[CH:5]=[CH:6][CH:7]=1. The catalyst class is: 12. (5) Reactant: [Cl:1][C:2]1[N:7]=[C:6]([NH:8][CH:9]2[CH2:14][CH2:13][CH2:12][CH:11]([NH2:15])[CH2:10]2)[CH:5]=[C:4]([I:16])[CH:3]=1.C(N(CC)CC)C.[O:24](C(OC(C)(C)C)=O)[C:25]([O:27][C:28]([CH3:31])([CH3:30])[CH3:29])=O. Product: [Cl:1][C:2]1[N:7]=[C:6]([NH:8][CH:9]2[CH2:14][CH2:13][CH2:12][CH:11]([NH:15][C:25](=[O:24])[O:27][C:28]([CH3:31])([CH3:30])[CH3:29])[CH2:10]2)[CH:5]=[C:4]([I:16])[CH:3]=1. The catalyst class is: 7. (6) Reactant: C(OC(=O)[N:7]([S:13]([C:16]1[CH:21]=[CH:20][C:19](F)=[C:18]([F:23])[CH:17]=1)(=[O:15])=[O:14])[C:8]1[S:9][CH:10]=[CH:11][N:12]=1)(C)(C)C.C([Li])CCC.[O:30]1[CH:34]=[CH:33][C:32]([C:35]2[N:42]=[CH:41][CH:40]=[CH:39][C:36]=2[CH:37]=[O:38])=[CH:31]1.Cl. Product: [F:23][C:18]1[CH:17]=[C:16]([S:13]([NH:7][C:8]2[S:9][CH:10]=[CH:11][N:12]=2)(=[O:14])=[O:15])[CH:21]=[CH:20][C:19]=1[CH:37]([C:36]1[C:35]([C:32]2[CH:33]=[CH:34][O:30][CH:31]=2)=[N:42][CH:41]=[CH:40][CH:39]=1)[OH:38]. The catalyst class is: 253. (7) Reactant: [F:1][C:2]([F:41])([F:40])[C:3]1[CH:4]=[C:5]([NH:17][C:18]([N:20]2[CH2:26][CH2:25][CH2:24][CH2:23][C:22]3[CH:27]=[C:28]([O:31][C:32]4[CH:37]=[C:36](Cl)[N:35]=[C:34]([NH2:39])[N:33]=4)[CH:29]=[CH:30][C:21]2=3)=[O:19])[CH:6]=[CH:7][C:8]=1[CH2:9][N:10]1[CH2:15][CH2:14][N:13]([CH3:16])[CH2:12][CH2:11]1. Product: [F:41][C:2]([F:1])([F:40])[C:3]1[CH:4]=[C:5]([NH:17][C:18]([N:20]2[CH2:26][CH2:25][CH2:24][CH2:23][C:22]3[CH:27]=[C:28]([O:31][C:32]4[CH:37]=[CH:36][N:35]=[C:34]([NH2:39])[N:33]=4)[CH:29]=[CH:30][C:21]2=3)=[O:19])[CH:6]=[CH:7][C:8]=1[CH2:9][N:10]1[CH2:15][CH2:14][N:13]([CH3:16])[CH2:12][CH2:11]1. The catalyst class is: 19.